This data is from Reaction yield outcomes from USPTO patents with 853,638 reactions. The task is: Predict the reaction yield, written as a fraction of the theoretical maximum amount of product (1.0 means a 100% yield; for example, 0.34 means a 34% yield). (1) The yield is 0.810. No catalyst specified. The reactants are [CH3:1][C:2]1[O:6][N:5]=[C:4]([C:7]2[CH:12]=[CH:11][CH:10]=[CH:9][CH:8]=2)[C:3]=1[CH2:13][O:14][C:15]1[CH:23]=[CH:22][C:18]([C:19]([OH:21])=O)=[CH:17][N:16]=1.OC(C(F)(F)F)=O.[NH2:31][CH2:32][C:33]1[O:37][N:36]=[C:35]([CH:38]([CH3:40])[CH3:39])[CH:34]=1. The product is [CH:38]([C:35]1[CH:34]=[C:33]([CH2:32][NH:31][C:19](=[O:21])[C:18]2[CH:22]=[CH:23][C:15]([O:14][CH2:13][C:3]3[C:4]([C:7]4[CH:8]=[CH:9][CH:10]=[CH:11][CH:12]=4)=[N:5][O:6][C:2]=3[CH3:1])=[N:16][CH:17]=2)[O:37][N:36]=1)([CH3:40])[CH3:39]. (2) The reactants are CO[C:3]([C:5]1[N:6]=[C:7]2[CH:16]=[CH:15][C:14]([Br:17])=[CH:13][N:8]2[C:9](=[O:12])[C:10]=1[OH:11])=[O:4].[F:18][C:19]1[CH:26]=[CH:25][C:22]([CH2:23][NH2:24])=[CH:21][CH:20]=1. The catalyst is CO. The product is [F:18][C:19]1[CH:26]=[CH:25][C:22]([CH2:23][NH:24][C:3]([C:5]2[N:6]=[C:7]3[CH:16]=[CH:15][C:14]([Br:17])=[CH:13][N:8]3[C:9](=[O:12])[C:10]=2[OH:11])=[O:4])=[CH:21][CH:20]=1. The yield is 0.920. (3) The reactants are O=P(Cl)(Cl)Cl.[O:6]1[C:10]2[CH:11]=[CH:12][C:13]([C:15]3([C:18]([NH:20][C:21]4[CH:22]=[C:23]5[C:27](=[CH:28][CH:29]=4)[NH:26][C:25]([C:30]([CH3:33])([CH3:32])[CH3:31])=[CH:24]5)=[O:19])[CH2:17][CH2:16]3)=[CH:14][C:9]=2[O:8][CH2:7]1.CN([CH:37]=[O:38])C. No catalyst specified. The product is [O:6]1[C:10]2[CH:11]=[CH:12][C:13]([C:15]3([C:18]([NH:20][C:21]4[CH:22]=[C:23]5[C:27](=[CH:28][CH:29]=4)[NH:26][C:25]([C:30]([CH3:33])([CH3:32])[CH3:31])=[C:24]5[CH:37]=[O:38])=[O:19])[CH2:17][CH2:16]3)=[CH:14][C:9]=2[O:8][CH2:7]1. The yield is 0.610. (4) The reactants are [H-].[Na+].[CH2:3]([OH:10])[C:4]1[CH:9]=[CH:8][CH:7]=[CH:6][CH:5]=1.[Br:11][C:12]1[CH:13]=[C:14]2[C:19](=[CH:20][CH:21]=1)[N:18]=[CH:17][CH:16]=[C:15]2Cl. The catalyst is CN(C=O)C. The product is [CH2:3]([O:10][C:15]1[C:14]2[C:19](=[CH:20][CH:21]=[C:12]([Br:11])[CH:13]=2)[N:18]=[CH:17][CH:16]=1)[C:4]1[CH:9]=[CH:8][CH:7]=[CH:6][CH:5]=1. The yield is 0.730. (5) The reactants are [Br:1][C:2]1[CH:10]=[C:6]([C:7]([OH:9])=O)[C:5]([OH:11])=[CH:4][CH:3]=1.[N+:12]([C:15]1[CH:16]=[C:17]([CH:19]=[C:20]([N+:22]([O-:24])=[O:23])[CH:21]=1)[NH2:18])([O-:14])=[O:13]. No catalyst specified. The product is [Br:1][C:2]1[CH:3]=[CH:4][C:5]([OH:11])=[C:6]([CH:10]=1)[C:7]([NH:18][C:17]1[CH:16]=[C:15]([N+:12]([O-:14])=[O:13])[CH:21]=[C:20]([N+:22]([O-:24])=[O:23])[CH:19]=1)=[O:9]. The yield is 0.322. (6) The reactants are [C:1]([NH:4][CH2:5][CH2:6][CH2:7][S:8]([O:11][CH2:12][C:13]([CH3:35])([CH3:34])[C@@H:14]([O:26]CC1C=CC=CC=1)[C:15]([O:17][CH2:18][O:19][C:20]([O:22][CH:23]([CH3:25])[CH3:24])=[O:21])=[O:16])(=[O:10])=[O:9])(=[O:3])[CH3:2]. The catalyst is [Pd].C(O)C. The product is [C:1]([NH:4][CH2:5][CH2:6][CH2:7][S:8]([O:11][CH2:12][C:13]([CH3:34])([CH3:35])[C@@H:14]([OH:26])[C:15]([O:17][CH2:18][O:19][C:20]([O:22][CH:23]([CH3:24])[CH3:25])=[O:21])=[O:16])(=[O:9])=[O:10])(=[O:3])[CH3:2]. The yield is 0.830. (7) The reactants are Br[C:2]1[CH:3]=[N:4][C:5]([NH:8][CH2:9][C:10]2[C:15]([F:16])=[CH:14][CH:13]=[CH:12][C:11]=2[F:17])=[N:6][CH:7]=1.ClC1[C:20](C2C=CC(NC(=O)C3C=CC=CC=3C(F)(F)F)=NC=2)=[CH:21][C:22]2O[C:25](F)(F)[O:24][C:23]=2C=1.P([O-])([O-])([O-])=O.[K+].[K+].[K+].O.[C:58](#[N:60])[CH3:59]. The catalyst is O1CCOCC1. The product is [F:17][C:11]1[CH:12]=[CH:13][CH:14]=[C:15]([F:16])[C:10]=1[CH2:9][NH:8][C:5]1[N:4]=[CH:3][C:2]([C:59]2[CH:58]=[N:60][C:23]([O:24][CH3:25])=[CH:22][C:21]=2[CH3:20])=[CH:7][N:6]=1. The yield is 0.280.